From a dataset of Full USPTO retrosynthesis dataset with 1.9M reactions from patents (1976-2016). Predict the reactants needed to synthesize the given product. (1) Given the product [CH:19]1([CH2:18][O:10][C:7]2[CH:8]=[CH:9][C:4]([N+:1]([O-:3])=[O:2])=[CH:5][CH:6]=2)[CH2:21][CH2:20]1, predict the reactants needed to synthesize it. The reactants are: [N+:1]([C:4]1[CH:9]=[CH:8][C:7]([OH:10])=[CH:6][CH:5]=1)([O-:3])=[O:2].C(=O)([O-])[O-].[K+].[K+].Br[CH2:18][CH:19]1[CH2:21][CH2:20]1. (2) Given the product [NH:3]1[C:4]2[CH:9]=[CH:8][CH:7]=[CH:6][C:5]=2[N:1]=[C:2]1[C:10]([N:41]1[CH2:42][CH:39]([OH:38])[CH2:40]1)=[O:12], predict the reactants needed to synthesize it. The reactants are: [NH:1]1[C:5]2[CH:6]=[CH:7][CH:8]=[CH:9][C:4]=2[N:3]=[C:2]1[C:10]([OH:12])=O.CN(C(ON1N=NC2C=CC=NC1=2)=[N+](C)C)C.F[P-](F)(F)(F)(F)F.Cl.[OH:38][CH:39]1[CH2:42][NH:41][CH2:40]1.C(N(C(C)C)CC)(C)C.Cl. (3) Given the product [NH2:16][C:4]1[N:3]=[C:2]([NH:17][CH2:18][CH2:19][C:20]2[CH:27]=[CH:26][C:23]([C:24]#[N:25])=[CH:22][CH:21]=2)[CH:7]=[C:6]([C:8]2[CH:13]=[CH:12][CH:11]=[C:10]([CH3:14])[C:9]=2[CH3:15])[N:5]=1, predict the reactants needed to synthesize it. The reactants are: Cl[C:2]1[CH:7]=[C:6]([C:8]2[CH:13]=[CH:12][CH:11]=[C:10]([CH3:14])[C:9]=2[CH3:15])[N:5]=[C:4]([NH2:16])[N:3]=1.[NH2:17][CH2:18][CH2:19][C:20]1[CH:27]=[CH:26][C:23]([C:24]#[N:25])=[CH:22][CH:21]=1.C(N(CC)C(C)C)(C)C.CO.